This data is from NCI-60 drug combinations with 297,098 pairs across 59 cell lines. The task is: Regression. Given two drug SMILES strings and cell line genomic features, predict the synergy score measuring deviation from expected non-interaction effect. (1) Drug 2: COC1=CC(=CC(=C1O)OC)C2C3C(COC3=O)C(C4=CC5=C(C=C24)OCO5)OC6C(C(C7C(O6)COC(O7)C8=CC=CS8)O)O. Drug 1: CC12CCC(CC1=CCC3C2CCC4(C3CC=C4C5=CN=CC=C5)C)O. Cell line: CAKI-1. Synergy scores: CSS=48.8, Synergy_ZIP=0.495, Synergy_Bliss=1.84, Synergy_Loewe=0.894, Synergy_HSA=4.13. (2) Drug 1: C1CCN(CC1)CCOC2=CC=C(C=C2)C(=O)C3=C(SC4=C3C=CC(=C4)O)C5=CC=C(C=C5)O. Drug 2: CC1CCC2CC(C(=CC=CC=CC(CC(C(=O)C(C(C(=CC(C(=O)CC(OC(=O)C3CCCCN3C(=O)C(=O)C1(O2)O)C(C)CC4CCC(C(C4)OC)O)C)C)O)OC)C)C)C)OC. Cell line: HCT-15. Synergy scores: CSS=19.4, Synergy_ZIP=-8.98, Synergy_Bliss=-9.80, Synergy_Loewe=-25.1, Synergy_HSA=-11.3. (3) Drug 1: CC1=C(N=C(N=C1N)C(CC(=O)N)NCC(C(=O)N)N)C(=O)NC(C(C2=CN=CN2)OC3C(C(C(C(O3)CO)O)O)OC4C(C(C(C(O4)CO)O)OC(=O)N)O)C(=O)NC(C)C(C(C)C(=O)NC(C(C)O)C(=O)NCCC5=NC(=CS5)C6=NC(=CS6)C(=O)NCCC[S+](C)C)O. Drug 2: COC1=C2C(=CC3=C1OC=C3)C=CC(=O)O2. Cell line: UACC62. Synergy scores: CSS=25.5, Synergy_ZIP=0.413, Synergy_Bliss=0.851, Synergy_Loewe=-12.2, Synergy_HSA=2.25. (4) Drug 1: C1C(C(OC1N2C=C(C(=O)NC2=O)F)CO)O. Drug 2: C1C(C(OC1N2C=NC(=NC2=O)N)CO)O. Cell line: MDA-MB-435. Synergy scores: CSS=6.06, Synergy_ZIP=1.23, Synergy_Bliss=1.67, Synergy_Loewe=0.653, Synergy_HSA=0.0276. (5) Drug 1: CC1=CC=C(C=C1)C2=CC(=NN2C3=CC=C(C=C3)S(=O)(=O)N)C(F)(F)F. Drug 2: C1C(C(OC1N2C=NC3=C2NC=NCC3O)CO)O. Cell line: COLO 205. Synergy scores: CSS=-3.07, Synergy_ZIP=0.616, Synergy_Bliss=-0.685, Synergy_Loewe=-3.50, Synergy_HSA=-3.21. (6) Drug 1: C1C(C(OC1N2C=NC3=C2NC=NCC3O)CO)O. Drug 2: B(C(CC(C)C)NC(=O)C(CC1=CC=CC=C1)NC(=O)C2=NC=CN=C2)(O)O. Cell line: OVCAR-4. Synergy scores: CSS=30.4, Synergy_ZIP=-1.28, Synergy_Bliss=-2.13, Synergy_Loewe=-2.54, Synergy_HSA=-2.27.